Dataset: Full USPTO retrosynthesis dataset with 1.9M reactions from patents (1976-2016). Task: Predict the reactants needed to synthesize the given product. (1) Given the product [NH2:30][C@H:31]1[CH2:32][CH2:33][N:1]([C:2]2[CH:19]=[CH:18][C:5]3[CH2:6][CH2:7][CH2:8][N:9]([C:11]([O:13][C:14]([CH3:16])([CH3:15])[CH3:17])=[O:12])[CH2:10][C:4]=3[CH:3]=2)[C:36]1=[O:37], predict the reactants needed to synthesize it. The reactants are: [NH2:1][C:2]1[CH:19]=[CH:18][C:5]2[CH2:6][CH2:7][CH2:8][N:9]([C:11]([O:13][C:14]([CH3:17])([CH3:16])[CH3:15])=[O:12])[CH2:10][C:4]=2[CH:3]=1.C1(COC([NH:30][C@H:31]([C:36](NC2C=CC3CN(C(OC(C)(C)C)=O)CCCC=3C=2)=[O:37])[CH2:32][CH2:33]SC)=O)C=CC=CC=1. (2) Given the product [Br:1][C:2]1[CH:7]=[C:6]([F:8])[CH:5]=[CH:4][C:3]=1[CH:9]1[N:10]=[C:11]([C:22]2[CH:27]=[CH:26][CH:25]=[CH:24][CH:23]=2)[NH:12][C:13]([CH2:20][N:29]2[CH2:34][CH2:33][O:32][CH2:31][CH:30]2[CH2:35][C:36]([OH:38])=[O:37])=[C:14]1[C:15]([O:17][CH2:18][CH3:19])=[O:16], predict the reactants needed to synthesize it. The reactants are: [Br:1][C:2]1[CH:7]=[C:6]([F:8])[CH:5]=[CH:4][C:3]=1[CH:9]1[C:14]([C:15]([O:17][CH2:18][CH3:19])=[O:16])=[C:13]([CH2:20]Br)[NH:12][C:11]([C:22]2[CH:27]=[CH:26][CH:25]=[CH:24][CH:23]=2)=[N:10]1.Cl.[NH:29]1[CH2:34][CH2:33][O:32][CH2:31][CH:30]1[CH2:35][C:36]([OH:38])=[O:37].